Dataset: Forward reaction prediction with 1.9M reactions from USPTO patents (1976-2016). Task: Predict the product of the given reaction. (1) Given the reactants [Cl:1][C:2]1[CH:7]=[CH:6][CH:5]=[CH:4][C:3]=1[C:8]1[C:21](=[O:22])[N:20]([CH3:23])[C:11]2[N:12]=[C:13]([S:16]([CH3:19])(=[O:18])=[O:17])[N:14]=[CH:15][C:10]=2[CH:9]=1.[CH:24]1(N)C[CH2:25]1, predict the reaction product. The product is: [Cl:1][C:2]1[CH:7]=[CH:6][CH:5]=[CH:4][C:3]=1[C:8]1[C:21](=[O:22])[N:20]([CH:23]2[CH2:25][CH2:24]2)[C:11]2[N:12]=[C:13]([S:16]([CH3:19])(=[O:17])=[O:18])[N:14]=[CH:15][C:10]=2[CH:9]=1. (2) Given the reactants [CH3:1][C:2]1([CH3:8])[CH2:4][CH:3]1[C:5](O)=[O:6].C([O:11][C:12](=[O:32])[CH2:13][O:14][C:15]1[CH:20]=[CH:19][C:18]([Cl:21])=[CH:17][C:16]=1[CH:22]1[C:31]2[C:26](=[CH:27][CH:28]=[CH:29][CH:30]=2)[CH2:25][CH2:24][NH:23]1)C.Cl.CN(C)CCCN=C=NCC.[OH-].[Na+], predict the reaction product. The product is: [Cl:21][C:18]1[CH:19]=[CH:20][C:15]([O:14][CH2:13][C:12]([OH:32])=[O:11])=[C:16]([CH:22]2[C:31]3[C:26](=[CH:27][CH:28]=[CH:29][CH:30]=3)[CH2:25][CH2:24][N:23]2[C:5]([CH:3]2[CH2:4][C:2]2([CH3:8])[CH3:1])=[O:6])[CH:17]=1. (3) The product is: [CH2:10]([N:24]1[C:17]2[C:18](=[N:19][C:20]([I:21])=[C:15]([Cl:14])[CH:16]=2)[N:22]=[C:23]1[S:25]([CH3:28])(=[O:27])=[O:26])[CH:11]=[CH2:12]. Given the reactants C(N(CC)C(C)C)(C)C.[CH2:10](Br)[CH:11]=[CH2:12].[Cl:14][C:15]1[CH:16]=[C:17]2[NH:24][C:23]([S:25]([CH3:28])(=[O:27])=[O:26])=[N:22][C:18]2=[N:19][C:20]=1[I:21], predict the reaction product. (4) Given the reactants C([O:5][C:6](=[O:19])[CH:7]([CH3:18])[C:8]([C:10]1[C:15]([F:16])=[CH:14][C:13]([Cl:17])=[CH:12][N:11]=1)=[O:9])(C)(C)C.Br, predict the reaction product. The product is: [Cl:17][C:13]1[CH:14]=[C:15]([F:16])[C:10]([C:8](=[O:9])[CH:7]([CH3:18])[C:6]([OH:19])=[O:5])=[N:11][CH:12]=1. (5) Given the reactants [CH2:1]([O:3][C:4]([C:6]1[O:7][C:8]2[CH:15]=[CH:14][CH:13]=[C:12](OS(C(F)(F)F)(=O)=O)[C:9]=2[C:10]=1[CH3:11])=[O:5])[CH3:2].CCN(CC)CC.[CH:31]1([C:34]#[C:35][Si](C)(C)C)[CH2:33][CH2:32]1.[F-].C([N+](CCCC)(CCCC)CCCC)CCC, predict the reaction product. The product is: [CH2:1]([O:3][C:4]([C:6]1[O:7][C:8]2[CH:15]=[CH:14][CH:13]=[C:12]([C:35]#[C:34][CH:31]3[CH2:33][CH2:32]3)[C:9]=2[C:10]=1[CH3:11])=[O:5])[CH3:2]. (6) Given the reactants [NH2:1][C:2]1[C:7]([CH:8]=[O:9])=[CH:6][C:5]([C:10]2[CH:15]=[CH:14][C:13]([F:16])=[CH:12][CH:11]=2)=[CH:4][N:3]=1.[NH2:17][C:18]1[CH:19]=[C:20]([S:25]([NH2:28])(=[O:27])=[O:26])[CH:21]=[CH:22][C:23]=1[NH2:24].FC1C=CC(B(O)O)=CC=1, predict the reaction product. The product is: [NH2:1][C:2]1[C:7]([C:8]2[NH:17][C:18]3[CH:19]=[C:20]([S:25]([NH2:28])(=[O:26])=[O:27])[CH:21]=[CH:22][C:23]=3[N:24]=2)=[CH:6][C:5]([C:10]2[CH:15]=[CH:14][C:13]([F:16])=[CH:12][CH:11]=2)=[CH:4][N:3]=1.[NH2:1][C:2]1[C:7]([CH:8]=[O:9])=[CH:6][C:5]([C:10]2[CH:15]=[CH:14][C:13]([F:16])=[CH:12][CH:11]=2)=[CH:4][N:3]=1.